This data is from Forward reaction prediction with 1.9M reactions from USPTO patents (1976-2016). The task is: Predict the product of the given reaction. (1) The product is: [CH:24]1[C:25]2[C:30](=[CH:29][CH:28]=[CH:27][CH:26]=2)[CH:31]=[CH:32][C:23]=1[CH2:22][O:21][CH:9]1[CH:8]([C:5]2[CH:6]=[CH:7][C:2]([O:1][CH2:39][C:40]3[O:44][N:43]=[C:42]([C:45]4[CH:46]=[CH:47][CH:48]=[CH:49][CH:50]=4)[CH:41]=3)=[CH:3][CH:4]=2)[CH2:13][CH2:12][N:11]([C:14]([O:16][C:17]([CH3:18])([CH3:19])[CH3:20])=[O:15])[CH2:10]1. Given the reactants [OH:1][C:2]1[CH:7]=[CH:6][C:5]([CH:8]2[CH2:13][CH2:12][N:11]([C:14]([O:16][C:17]([CH3:20])([CH3:19])[CH3:18])=[O:15])[CH2:10][CH:9]2[O:21][CH2:22][C:23]2[CH:32]=[CH:31][C:30]3[C:25](=[CH:26][CH:27]=[CH:28][CH:29]=3)[CH:24]=2)=[CH:4][CH:3]=1.S(O)(=O)(=O)C.O[CH2:39][CH:40]1[O:44][N:43]=[C:42]([C:45]2[CH:50]=[CH:49][CH:48]=[CH:47][CH:46]=2)[CH2:41]1, predict the reaction product. (2) Given the reactants [Cl:1][C:2]1[CH:7]=[CH:6][C:5]([C:8]2[N:9]=[C:10]3[CH:15]=[CH:14][CH:13]=[CH:12][N:11]3[C:16]=2[CH2:17][N:18]2[CH2:22][C:21]([NH:23][CH2:24][CH2:25][N:26]([CH3:28])[CH3:27])=[CH:20][C:19]2=[O:29])=[CH:4][CH:3]=1.Cl[C:31]1C=CC(C2N=C3C=CC=CN3C=2CN2CC(OC)=CC2=O)=CC=1.CN1CCNCC1, predict the reaction product. The product is: [Cl:1][C:2]1[CH:7]=[CH:6][C:5]([C:8]2[N:9]=[C:10]3[CH:15]=[CH:14][CH:13]=[CH:12][N:11]3[C:16]=2[CH2:17][N:18]2[CH2:22][C:21]([N:23]3[CH2:31][CH2:28][N:26]([CH3:27])[CH2:25][CH2:24]3)=[CH:20][C:19]2=[O:29])=[CH:4][CH:3]=1. (3) Given the reactants [CH2:1]([O:3][C:4]([CH:6]1[NH:11][CH2:10][CH2:9][N:8]([C:12]([O:14][C:15]([CH3:18])([CH3:17])[CH3:16])=[O:13])[CH2:7]1)=[O:5])[CH3:2].[CH:19](OC1C(F)=C(F)C(F)=C(F)C=1F)=[O:20].CN(C)CCN, predict the reaction product. The product is: [CH2:1]([O:3][C:4]([CH:6]1[N:11]([CH:19]=[O:20])[CH2:10][CH2:9][N:8]([C:12]([O:14][C:15]([CH3:17])([CH3:16])[CH3:18])=[O:13])[CH2:7]1)=[O:5])[CH3:2].